Dataset: Full USPTO retrosynthesis dataset with 1.9M reactions from patents (1976-2016). Task: Predict the reactants needed to synthesize the given product. (1) The reactants are: [Br:1][C:2]1[CH:9]=[C:8]([Cl:10])[CH:7]=[C:6]([F:11])[C:3]=1[CH:4]=O.[NH2:12][OH:13].O. Given the product [Br:1][C:2]1[CH:9]=[C:8]([Cl:10])[CH:7]=[C:6]([F:11])[C:3]=1[CH:4]=[N:12][OH:13], predict the reactants needed to synthesize it. (2) The reactants are: [H-].[Na+].[OH:3][CH:4]([C:8]1[CH:9]=[N:10][CH:11]=[CH:12][CH:13]=1)[C:5]([NH2:7])=[O:6].[O:14]1[C:18]2[CH:19]=[CH:20][CH:21]=[CH:22][C:17]=2[CH:16]=[C:15]1[C:23]1[N:27]2[N:28]=[C:29](Cl)[CH:30]=[CH:31][C:26]2=[N:25][CH:24]=1. Given the product [O:14]1[C:18]2[CH:19]=[CH:20][CH:21]=[CH:22][C:17]=2[CH:16]=[C:15]1[C:23]1[N:27]2[N:28]=[C:29]([NH:7][C:5](=[O:6])[CH:4]([OH:3])[C:8]3[CH:9]=[N:10][CH:11]=[CH:12][CH:13]=3)[CH:30]=[CH:31][C:26]2=[N:25][CH:24]=1, predict the reactants needed to synthesize it. (3) Given the product [Cl:27][C:28]1[CH:29]=[C:30]([C:31]2[C:16]([CH2:20][CH2:21][CH2:52][C:42]3[CH:47]=[CH:46][CH:45]=[CH:44][CH:43]=3)([C:17]([NH2:36])=[O:19])[CH:15]([CH3:14])[N:62]=[C:60]([CH3:61])[C:59]=2[C:6]([N:8]2[CH2:9][CH2:10][NH:11][CH2:12][CH2:13]2)=[O:7])[CH:33]=[CH:34][CH:35]=1, predict the reactants needed to synthesize it. The reactants are: C(O[C:6]([N:8]1[CH2:13][CH2:12][NH:11][CH2:10][CH2:9]1)=[O:7])(C)(C)C.[CH2:14]=[C:15]1[O:19][C:17](=O)[CH2:16]1.[CH2:20](N(CC)CC)[CH3:21].[Cl:27][C:28]1[CH:29]=[C:30]([CH:33]=[CH:34][CH:35]=1)[CH:31]=O.[NH:36]1CCCCC1.[C:42]1([CH3:52])[CH:47]=[CH:46][C:45](S(O)(=O)=O)=[CH:44][CH:43]=1.C(CCOC(=O)/[CH:59]=[C:60](\[NH2:62])/[CH3:61])#N. (4) Given the product [CH:19]([N:22]([CH3:23])[C:16](=[O:17])[CH2:6][N:8]1[CH2:9][CH2:10][NH:11][CH2:12][CH2:13]1)([CH3:21])[CH3:20], predict the reactants needed to synthesize it. The reactants are: C(O[C:6]([N:8]1[CH2:13][CH2:12][NH:11][CH2:10][CH2:9]1)=O)(C)(C)C.ClC[C:16](Cl)=[O:17].[CH:19]([NH:22][CH3:23])([CH3:21])[CH3:20]. (5) Given the product [F:1][C:2]1[CH:3]=[CH:4][CH:5]=[C:6]2[C:11]=1[N:10]=[C:9]([N:12]1[CH2:13][CH2:14][N:15]([C:18]3[CH:23]=[CH:22][CH:21]=[C:20]([O:24][CH3:25])[CH:19]=3)[CH2:16][CH2:17]1)[N:8]([C:26]1[CH:31]=[C:30]([C:32]([F:35])([F:34])[F:33])[CH:29]=[CH:28][C:27]=1[O:36][CH3:37])[CH:7]2[CH2:38][C:39]([OH:41])=[O:40], predict the reactants needed to synthesize it. The reactants are: [F:1][C:2]1[CH:3]=[CH:4][CH:5]=[C:6]2[C:11]=1[N:10]=[C:9]([N:12]1[CH2:17][CH2:16][N:15]([C:18]3[CH:23]=[CH:22][CH:21]=[C:20]([O:24][CH3:25])[CH:19]=3)[CH2:14][CH2:13]1)[N:8]([C:26]1[CH:31]=[C:30]([C:32]([F:35])([F:34])[F:33])[CH:29]=[CH:28][C:27]=1[O:36][CH3:37])[C@@H:7]2[CH2:38][C:39]([OH:41])=[O:40].C[O-].[Na+]. (6) Given the product [Cl:19][C:20]1[CH:21]=[CH:22][C:23]([C@@:26]2([CH:38]([CH3:40])[CH3:39])[C@@:28]3([C:36]4[C:31](=[CH:32][CH:33]=[CH:34][CH:35]=4)[N:30]([C:12]4[CH:11]=[C:10]([CH:15]=[C:14]([N:3]5[CH2:4][CH2:5][O:1][C:2]5=[O:6])[CH:13]=4)[C:9]([OH:8])=[O:18])[C:29]3=[O:37])[CH2:27]2)=[CH:24][CH:25]=1, predict the reactants needed to synthesize it. The reactants are: [O:1]1[CH2:5][CH2:4][NH:3][C:2]1=[O:6].C[O:8][C:9](=[O:18])[C:10]1[CH:15]=[C:14](I)[CH:13]=[C:12](Br)[CH:11]=1.[Cl:19][C:20]1[CH:25]=[CH:24][C:23]([C@@:26]2([CH:38]([CH3:40])[CH3:39])[C@@:28]3([C:36]4[C:31](=[CH:32][CH:33]=[CH:34][CH:35]=4)[NH:30][C:29]3=[O:37])[CH2:27]2)=[CH:22][CH:21]=1. (7) Given the product [C:3]([O:6][C:7]1[C:8]([C:20]([CH3:23])([CH3:22])[CH3:21])=[CH:9][C:10]([OH:19])=[C:11]([CH:12]([OH:13])[CH:29]([CH2:30][CH2:31][CH2:32][CH2:33][CH3:34])[CH2:28][CH2:27][CH2:26][CH2:25][CH3:24])[C:14]=1[C:15]([CH3:16])([CH3:18])[CH3:17])(=[O:5])[CH3:4], predict the reactants needed to synthesize it. The reactants are: [H-].[Na+].[C:3]([O:6][C:7]1[C:8]([C:20]([CH3:23])([CH3:22])[CH3:21])=[CH:9][C:10]([OH:19])=[C:11]([C:14]=1[C:15]([CH3:18])([CH3:17])[CH3:16])[CH:12]=[O:13])(=[O:5])[CH3:4].[CH3:24][CH2:25][CH2:26][CH2:27][CH2:28][CH:29]([Mg]Cl)[CH2:30][CH2:31][CH2:32][CH2:33][CH3:34].[Cl-].[NH4+]. (8) Given the product [Br:6][C:7]1[CH:12]=[C:11]([F:13])[CH:10]=[CH:9][C:8]=1[C:17](=[O:18])[CH:16]([F:22])[F:15], predict the reactants needed to synthesize it. The reactants are: [Li]CCCC.[Br:6][C:7]1[CH:12]=[C:11]([F:13])[CH:10]=[CH:9][C:8]=1I.[F:15][CH:16]([F:22])[C:17](OCC)=[O:18].Cl. (9) Given the product [CH2:12]([NH:11][C:9]([NH:8][C:4]1[CH:3]=[C:2]([C:18]2[CH:17]=[N:16][C:15]([F:14])=[CH:20][CH:19]=2)[CH:7]=[CH:6][N:5]=1)=[O:10])[CH3:13], predict the reactants needed to synthesize it. The reactants are: Br[C:2]1[CH:7]=[CH:6][N:5]=[C:4]([NH:8][C:9]([NH:11][CH2:12][CH3:13])=[O:10])[CH:3]=1.[F:14][C:15]1[CH:20]=[CH:19][C:18](B2OC(C)(C)C(C)(C)O2)=[CH:17][N:16]=1.C(=O)([O-])[O-].[Cs+].[Cs+].